From a dataset of Full USPTO retrosynthesis dataset with 1.9M reactions from patents (1976-2016). Predict the reactants needed to synthesize the given product. Given the product [CH3:3][N:2]([CH2:4][C:5]1[N:10]=[CH:9][C:8]([C:11]2[CH:12]=[CH:13][C:14]([C@@H:17]([OH:21])[C@@H:18]([NH:19][C:24](=[O:28])[CH:25]([F:26])[F:27])[CH2:29][F:30])=[CH:15][CH:16]=2)=[CH:7][CH:6]=1)[CH3:1], predict the reactants needed to synthesize it. The reactants are: [CH3:1][N:2]([CH2:4][C:5]1[N:10]=[CH:9][C:8]([C:11]2[CH:16]=[CH:15][C:14]([C@H:17]3[O:21]C(C)(C)[N:19]([C:24](=[O:28])[CH:25]([F:27])[F:26])[C@@H:18]3[CH2:29][F:30])=[CH:13][CH:12]=2)=[CH:7][CH:6]=1)[CH3:3].FC(F)(F)C(O)=O.